This data is from NCI-60 drug combinations with 297,098 pairs across 59 cell lines. The task is: Regression. Given two drug SMILES strings and cell line genomic features, predict the synergy score measuring deviation from expected non-interaction effect. Drug 1: CC1CCC2CC(C(=CC=CC=CC(CC(C(=O)C(C(C(=CC(C(=O)CC(OC(=O)C3CCCCN3C(=O)C(=O)C1(O2)O)C(C)CC4CCC(C(C4)OC)O)C)C)O)OC)C)C)C)OC. Drug 2: CNC(=O)C1=NC=CC(=C1)OC2=CC=C(C=C2)NC(=O)NC3=CC(=C(C=C3)Cl)C(F)(F)F. Cell line: CAKI-1. Synergy scores: CSS=16.8, Synergy_ZIP=-6.98, Synergy_Bliss=-12.4, Synergy_Loewe=-67.6, Synergy_HSA=-9.32.